This data is from Peptide-MHC class I binding affinity with 185,985 pairs from IEDB/IMGT. The task is: Regression. Given a peptide amino acid sequence and an MHC pseudo amino acid sequence, predict their binding affinity value. This is MHC class I binding data. (1) The peptide sequence is ATFRDMLLNV. The MHC is HLA-A02:02 with pseudo-sequence HLA-A02:02. The binding affinity (normalized) is 0.819. (2) The peptide sequence is TLYCVHQRI. The MHC is HLA-A26:01 with pseudo-sequence HLA-A26:01. The binding affinity (normalized) is 0. (3) The peptide sequence is PVVCSMEYK. The MHC is HLA-A68:01 with pseudo-sequence HLA-A68:01. The binding affinity (normalized) is 0.443. (4) The peptide sequence is MACHRVLTY. The MHC is HLA-A02:19 with pseudo-sequence HLA-A02:19. The binding affinity (normalized) is 0.0847. (5) The MHC is H-2-Db with pseudo-sequence H-2-Db. The peptide sequence is CWLVTNGSYL. The binding affinity (normalized) is 0.340. (6) The MHC is HLA-B18:01 with pseudo-sequence HLA-B18:01. The peptide sequence is NPKLRNCRI. The binding affinity (normalized) is 0.0847. (7) The peptide sequence is VLVGPTPVNI. The MHC is HLA-A02:02 with pseudo-sequence HLA-A02:02. The binding affinity (normalized) is 0.370.